Dataset: Catalyst prediction with 721,799 reactions and 888 catalyst types from USPTO. Task: Predict which catalyst facilitates the given reaction. (1) Reactant: [F:1][C:2]1[CH:7]=[CH:6][C:5]([CH:8]([CH2:12][CH:13]=[CH2:14])[C:9](O)=[O:10])=[CH:4][CH:3]=1.[CH3:15][N:16](C(ON1N=NC2C=CC=CC1=2)=[N+](C)C)C.[B-](F)(F)(F)F.CN.CCN(C(C)C)C(C)C. Product: [F:1][C:2]1[CH:7]=[CH:6][C:5]([CH:8]([CH2:12][CH:13]=[CH2:14])[C:9]([NH:16][CH3:15])=[O:10])=[CH:4][CH:3]=1. The catalyst class is: 2. (2) Reactant: [Br:1][C:2]1[CH:10]=[C:9]2[C:5]([CH2:6][CH2:7][C:8]2=[CH2:11])=[CH:4][CH:3]=1. Product: [Br:1][C:2]1[CH:10]=[C:9]2[C:5]([CH2:6][CH2:7][CH:8]2[CH3:11])=[CH:4][CH:3]=1. The catalyst class is: 78.